From a dataset of Forward reaction prediction with 1.9M reactions from USPTO patents (1976-2016). Predict the product of the given reaction. (1) Given the reactants [CH:1]1([CH2:6][CH:7]([N:11]2[N:20]=[CH:19][C:18]3[C:13](=[CH:14][CH:15]=[CH:16][CH:17]=3)[C:12]2=[O:21])[C:8]([OH:10])=O)[CH2:5][CH2:4][CH2:3][CH2:2]1.C(N(CC)C(C)C)(C)C.[B-](F)(F)(F)F.CN(C(ON1C(=O)CCC1=O)=[N+](C)C)C.[S:51]1[CH:55]=[CH:54][N:53]=[C:52]1[NH2:56], predict the reaction product. The product is: [CH:1]1([CH2:6][CH:7]([N:11]2[N:20]=[CH:19][C:18]3[C:13](=[CH:14][CH:15]=[CH:16][CH:17]=3)[C:12]2=[O:21])[C:8]([NH:56][C:52]2[S:51][CH:55]=[CH:54][N:53]=2)=[O:10])[CH2:2][CH2:3][CH2:4][CH2:5]1. (2) Given the reactants [CH3:1][S:2]([N:5]1[CH2:10][CH2:9][NH:8][CH2:7][CH2:6]1)(=[O:4])=[O:3].Br[CH2:12][CH2:13][CH2:14][OH:15].C(=O)([O-])[O-].[K+].[K+], predict the reaction product. The product is: [CH3:1][S:2]([N:5]1[CH2:10][CH2:9][N:8]([CH2:12][CH2:13][CH2:14][OH:15])[CH2:7][CH2:6]1)(=[O:4])=[O:3]. (3) Given the reactants [F:1][C:2]1[CH:3]=[C:4]([CH:9]=[C:10](I)[C:11]=1[CH3:12])[C:5]([O:7][CH3:8])=[O:6].[C:14](=[NH:27])([C:21]1[CH:26]=[CH:25][CH:24]=[CH:23][CH:22]=1)[C:15]1[CH:20]=[CH:19][CH:18]=[CH:17][CH:16]=1.C(=O)([O-])[O-].[Cs+].[Cs+].CO, predict the reaction product. The product is: [C:15]1([C:14](=[N:27][C:10]2[CH:9]=[C:4]([CH:3]=[C:2]([F:1])[C:11]=2[CH3:12])[C:5]([O:7][CH3:8])=[O:6])[C:21]2[CH:22]=[CH:23][CH:24]=[CH:25][CH:26]=2)[CH:20]=[CH:19][CH:18]=[CH:17][CH:16]=1. (4) Given the reactants Cl.[NH2:2][C:3]1[C:4]([CH3:28])=[C:5]2[C:10]([NH:11][C:12]3[CH:17]=[CH:16][C:15]([O:18][C:19]4[CH:24]=[CH:23][CH:22]=[CH:21][CH:20]=4)=[CH:14][CH:13]=3)=[C:9]([C:25]#[N:26])[CH:8]=[N:7][N:6]2[CH:27]=1.[C:29]1(B(O)O)[CH:34]=[CH:33][CH:32]=[CH:31][CH:30]=1, predict the reaction product. The product is: [CH3:28][C:4]1[C:3]([NH:2][C:29]2[CH:34]=[CH:33][CH:32]=[CH:31][CH:30]=2)=[CH:27][N:6]2[C:5]=1[C:10]([NH:11][C:12]1[CH:13]=[CH:14][C:15]([O:18][C:19]3[CH:24]=[CH:23][CH:22]=[CH:21][CH:20]=3)=[CH:16][CH:17]=1)=[C:9]([C:25]#[N:26])[CH:8]=[N:7]2.